From a dataset of Reaction yield outcomes from USPTO patents with 853,638 reactions. Predict the reaction yield, written as a fraction of the theoretical maximum amount of product (1.0 means a 100% yield; for example, 0.34 means a 34% yield). (1) The reactants are [CH3:1][P:2](=[O:7])([O:5][CH3:6])[O:3][CH3:4].C([Li])CCC.[F:13][C:14]([F:24])([CH2:20][CH2:21][CH2:22][CH3:23])[C:15](OCC)=[O:16].OS(O)(=O)=O. The catalyst is O1CCCC1.CCCCC. The product is [CH3:4][O:3][P:2]([CH2:1][C:15](=[O:16])[C:14]([F:24])([F:13])[CH2:20][CH2:21][CH2:22][CH3:23])(=[O:7])[O:5][CH3:6]. The yield is 0.440. (2) The reactants are C[O:2][C:3](=[O:30])[CH:4]=[CH:5][C:6]1[CH:7]=[CH:8][C:9]2[N:10]([C:12]([C:15]3[CH:20]=[C:19]([CH:21]([CH3:23])[CH3:22])[CH:18]=[C:17]([CH:24]([CH3:26])[CH3:25])[C:16]=3[O:27][CH2:28][CH3:29])=[CH:13][N:14]=2)[CH:11]=1.[Cl-].[NH4+]. The catalyst is CO.[OH-].[Na+]. The product is [CH2:28]([O:27][C:16]1[C:17]([CH:24]([CH3:26])[CH3:25])=[CH:18][C:19]([CH:21]([CH3:23])[CH3:22])=[CH:20][C:15]=1[C:12]1[N:10]2[CH:11]=[C:6]([CH:5]=[CH:4][C:3]([OH:30])=[O:2])[CH:7]=[CH:8][C:9]2=[N:14][CH:13]=1)[CH3:29]. The yield is 0.230. (3) The reactants are [C:1]1([S:7](Cl)(=[O:9])=[O:8])[CH:6]=[CH:5][CH:4]=[CH:3][CH:2]=1.[NH2:11][C:12]1[CH:13]=[C:14]([CH:18]2[CH2:27][C:26]([CH3:29])([CH3:28])[C:25]3[C:20](=[CH:21][CH:22]=[C:23]([C:30]#[N:31])[CH:24]=3)[NH:19]2)[CH:15]=[CH:16][CH:17]=1.N1C=CC=CC=1. The catalyst is ClCCl. The product is [C:30]([C:23]1[CH:24]=[C:25]2[C:20](=[CH:21][CH:22]=1)[NH:19][CH:18]([C:14]1[CH:13]=[C:12]([NH:11][S:7]([C:1]3[CH:6]=[CH:5][CH:4]=[CH:3][CH:2]=3)(=[O:9])=[O:8])[CH:17]=[CH:16][CH:15]=1)[CH2:27][C:26]2([CH3:29])[CH3:28])#[N:31]. The yield is 0.465.